From a dataset of Forward reaction prediction with 1.9M reactions from USPTO patents (1976-2016). Predict the product of the given reaction. The product is: [OH:5][CH2:4][CH2:3][N:2]([CH3:1])[CH2:16][CH2:17][CH2:18][CH2:19][CH2:20][CH2:21][CH2:22][C:23]([NH:25][C:26]1[CH:38]=[CH:37][C:29]([C:30]([O:32][C:33]([CH3:36])([CH3:35])[CH3:34])=[O:31])=[CH:28][CH:27]=1)=[O:24]. Given the reactants [CH3:1][NH:2][CH2:3][CH2:4][OH:5].C(N(CC)C(C)C)(C)C.Br[CH2:16][CH2:17][CH2:18][CH2:19][CH2:20][CH2:21][CH2:22][C:23]([NH:25][C:26]1[CH:38]=[CH:37][C:29]([C:30]([O:32][C:33]([CH3:36])([CH3:35])[CH3:34])=[O:31])=[CH:28][CH:27]=1)=[O:24], predict the reaction product.